From a dataset of Serine/threonine kinase 33 screen with 319,792 compounds. Binary Classification. Given a drug SMILES string, predict its activity (active/inactive) in a high-throughput screening assay against a specified biological target. (1) The compound is Brc1cc(CN(C(=O)c2cc3OCCOc3c(Cl)c2)C)c(OC)cc1. The result is 0 (inactive). (2) The compound is Clc1c(cc(NN\C=C2\c3c(C=CC2=O)cccc3)cc1)C(O)=O. The result is 1 (active). (3) The molecule is s1c2nc[nH]c(=O)c2c(c2c(cc(cc2)C)C)c1. The result is 0 (inactive). (4) The drug is O=C(NC(C12CC3CC(C1)CC(C2)C3)C)/C=C\c1nc2c(nc1)cccc2. The result is 0 (inactive). (5) The compound is O=C(N1CCN(CC1)Cc1cc2OCOc2cc1)C(c1ccc([N+]([O-])=O)cc1)C. The result is 0 (inactive). (6) The molecule is s1nc(c(c1NC)C(OC(C(=O)Nc1cc(ccc1)C)C)=O)C. The result is 0 (inactive).